This data is from Forward reaction prediction with 1.9M reactions from USPTO patents (1976-2016). The task is: Predict the product of the given reaction. (1) Given the reactants C[N:2]1[C:11]2[C:6](=[CH:7][N:8]=[CH:9][C:10]=2[C:12]2[CH:17]=[CH:16][C:15]([O:18][CH2:19][CH2:20][O:21][CH:22]3[CH2:27][CH2:26][O:25][CH2:24][CH2:23]3)=[CH:14][CH:13]=2)[CH:5]=[CH:4][CH:3]1[C:28](O)=[O:29].Cl.[CH2:32]([NH2:34])[CH3:33], predict the reaction product. The product is: [CH2:32]([NH:34][C:28]([C:3]1[CH:4]=[CH:5][C:6]2[C:11](=[C:10]([C:12]3[CH:17]=[CH:16][C:15]([O:18][CH2:19][CH2:20][O:21][CH:22]4[CH2:27][CH2:26][O:25][CH2:24][CH2:23]4)=[CH:14][CH:13]=3)[CH:9]=[N:8][CH:7]=2)[N:2]=1)=[O:29])[CH3:33]. (2) Given the reactants [CH:1]1[N:5]=[CH:4][N:3](C([N:3]2[CH:4]=[N:5][CH:1]=[CH:2]2)=O)[CH:2]=1.C1C2NC3C(=CC=CC=3)SC=2C=CC=1.CC(=C)C(OCC[NH3+])=O.[S:36]([C:40]1[CH:46]=[CH:45][C:43]([CH3:44])=[CH:42][CH:41]=1)([O-:39])(=[O:38])=[O:37].N1(C(NCCOC(=O)C(C)=C)=O)C=CN=C1.O.C1(C)C=CC(S(O)(=O)=O)=CC=1, predict the reaction product. The product is: [S:36]([C:40]1[CH:46]=[CH:45][C:43]([CH3:44])=[CH:42][CH:41]=1)([O-:39])(=[O:38])=[O:37].[NH+:3]1[CH:2]=[CH:1][NH:5][CH:4]=1. (3) The product is: [F:1][C:2]1[CH:3]=[C:4]([CH2:9][C:10]([Cl:21])=[O:12])[CH:5]=[C:6]([F:8])[CH:7]=1. Given the reactants [F:1][C:2]1[CH:3]=[C:4]([CH2:9][C:10]([OH:12])=O)[CH:5]=[C:6]([F:8])[CH:7]=1.CN(C=O)C.C(Cl)(=O)C([Cl:21])=O, predict the reaction product. (4) Given the reactants [CH:1]([CH:4]1[CH2:13][C:12]2[C:7](=[CH:8][CH:9]=[CH:10][CH:11]=2)[N:6]([C:14]2[CH:19]=[CH:18][C:17]([CH3:20])=[CH:16][CH:15]=2)[C:5]1=[O:21])([CH3:3])[CH3:2].[CH2:22]([CH:24]1CC2[C:27](=CC=CC=2)[N:26](C2C=CC(C)=CC=2)[C:25]1=O)C.C(C1(CCCNC)CC2C(=CC=CC=2)N(C2C=CC(C)=CC=2)C1=O)C, predict the reaction product. The product is: [CH:1]([C:4]1([CH2:22][CH2:24][CH2:25][NH:26][CH3:27])[CH2:13][C:12]2[C:7](=[CH:8][CH:9]=[CH:10][CH:11]=2)[N:6]([C:14]2[CH:15]=[CH:16][C:17]([CH3:20])=[CH:18][CH:19]=2)[C:5]1=[O:21])([CH3:3])[CH3:2]. (5) Given the reactants [CH2:1]([NH:8][C:9]1[N:13]2[CH:14]=[C:15]([NH2:18])[CH:16]=[CH:17][C:12]2=[N:11][N:10]=1)[C:2]1[CH:7]=[CH:6][CH:5]=[CH:4][CH:3]=1.[CH3:19][O:20][C:21]1[CH:26]=[CH:25][C:24]([S:27](Cl)(=[O:29])=[O:28])=[CH:23][CH:22]=1, predict the reaction product. The product is: [CH2:1]([NH:8][C:9]1[N:13]2[CH:14]=[C:15]([NH:18][S:27]([C:24]3[CH:23]=[CH:22][C:21]([O:20][CH3:19])=[CH:26][CH:25]=3)(=[O:29])=[O:28])[CH:16]=[CH:17][C:12]2=[N:11][N:10]=1)[C:2]1[CH:3]=[CH:4][CH:5]=[CH:6][CH:7]=1. (6) Given the reactants [CH3:1][C:2]1[CH:20]=[CH:19][C:5]([C:6]([NH:8][C:9]2[S:10][C:11]3[CH:17]=[C:16]([CH3:18])[CH:15]=[CH:14][C:12]=3[N:13]=2)=[O:7])=[CH:4][CH:3]=1.C(=O)([O-])[O-].[K+].[K+].Br[CH:28]([CH2:34][CH3:35])[C:29]([O:31][CH2:32][CH3:33])=[O:30], predict the reaction product. The product is: [CH3:1][C:2]1[CH:3]=[CH:4][C:5]([C:6]([N:8]=[C:9]2[N:13]([CH:28]([CH2:34][CH3:35])[C:29]([O:31][CH2:32][CH3:33])=[O:30])[C:12]3[CH:14]=[CH:15][C:16]([CH3:18])=[CH:17][C:11]=3[S:10]2)=[O:7])=[CH:19][CH:20]=1.